Task: Predict the reactants needed to synthesize the given product.. Dataset: Full USPTO retrosynthesis dataset with 1.9M reactions from patents (1976-2016) (1) Given the product [CH3:13][C:14]1[N:45]=[C:17]2[N:18]([CH:41]([CH3:44])[CH2:42][CH3:43])[C:19](=[O:40])[C:20]([CH2:25][C:26]3[CH:31]=[CH:30][C:29]([C:32]4[CH:37]=[CH:36][CH:35]=[CH:34][C:33]=4[C:38]4[NH:3][C:4](=[O:7])[O:5][N:39]=4)=[CH:28][CH:27]=3)=[C:21]([CH2:22][CH2:23][CH3:24])[N:16]2[N:15]=1, predict the reactants needed to synthesize it. The reactants are: [Cl-].O[NH3+:3].[C:4](=[O:7])([O-])[OH:5].[Na+].CS(C)=O.[CH3:13][C:14]1[N:45]=[C:17]2[N:18]([CH:41]([CH3:44])[CH2:42][CH3:43])[C:19](=[O:40])[C:20]([CH2:25][C:26]3[CH:31]=[CH:30][C:29]([C:32]4[C:33]([C:38]#[N:39])=[CH:34][CH:35]=[CH:36][CH:37]=4)=[CH:28][CH:27]=3)=[C:21]([CH2:22][CH2:23][CH3:24])[N:16]2[N:15]=1. (2) The reactants are: CO[C:3](=[O:40])[C@@H:4]([NH:32][C:33](OC(C)(C)C)=O)[CH2:5][C:6]1[CH:31]=[CH:30][C:9]2[O:10][C@@H:11]([C:14]3[CH:19]=[CH:18][C:17]([O:20][CH2:21][C:22]4[CH:27]=[CH:26][C:25](Cl)=[C:24](Cl)[CH:23]=4)=[CH:16][CH:15]=3)[CH2:12][O:13][C:8]=2[CH:7]=1.[CH3:41][CH:42]([C:44](=O)[CH2:45][CH3:46])[CH3:43].[ClH:48].[ClH:49].C[O:51][C:52](=[O:70])[C@@H:53]([NH2:69])[CH2:54][C:55]1[CH:60]=[CH:59][C:58]([C:61]2[CH:66]=[CH:65][N:64]=[C:63]([CH3:67])[C:62]=2[CH3:68])=[CH:57][CH:56]=1. Given the product [Cl:48][C:26]1[CH:27]=[C:22]([CH:23]=[CH:24][C:25]=1[Cl:49])[CH2:21][O:20][C:17]1[CH:18]=[CH:19][C:14]([C@H:11]2[CH2:12][O:13][C:8]3=[CH:7][C:6]4[CH2:5][C@@H:4]([C:3]([NH:69][C@@H:53]([CH2:54][C:55]5[CH:60]=[CH:59][C:58]([C:61]6[CH:66]=[CH:65][N:64]=[C:63]([CH3:67])[C:62]=6[CH3:68])=[CH:57][CH:56]=5)[C:52]([OH:51])=[O:70])=[O:40])[N:32]([CH:44]([CH2:45][CH3:46])[CH:42]([CH3:43])[CH3:41])[CH2:33][C:31]=4[CH:30]=[C:9]3[O:10]2)=[CH:15][CH:16]=1, predict the reactants needed to synthesize it.